From a dataset of Peptide-MHC class I binding affinity with 185,985 pairs from IEDB/IMGT. Regression. Given a peptide amino acid sequence and an MHC pseudo amino acid sequence, predict their binding affinity value. This is MHC class I binding data. The peptide sequence is ELDHLGLDD. The MHC is HLA-A02:01 with pseudo-sequence HLA-A02:01. The binding affinity (normalized) is 0.